Dataset: Forward reaction prediction with 1.9M reactions from USPTO patents (1976-2016). Task: Predict the product of the given reaction. (1) Given the reactants [F:1][C:2]([F:9])([F:8])[C:3]1[N:4]=[CH:5][NH:6][CH:7]=1.F[C:11]1[CH:16]=[CH:15][C:14]([N+:17]([O-:19])=[O:18])=[CH:13][C:12]=1[CH3:20].C(=O)([O-])[O-].[K+].[K+], predict the reaction product. The product is: [CH3:20][C:12]1[CH:13]=[C:14]([N+:17]([O-:19])=[O:18])[CH:15]=[CH:16][C:11]=1[N:6]1[CH:7]=[C:3]([C:2]([F:9])([F:8])[F:1])[N:4]=[CH:5]1. (2) Given the reactants [CH3:1][N:2]([CH3:10])[CH2:3][CH2:4][CH2:5][CH2:6][CH2:7][CH2:8][NH2:9].[NH:11]1[C:19]2[C:14](=[CH:15][C:16]([NH:20][C:21]3[CH:26]=[CH:25][N:24]=[C:23]4[CH:27]=[C:28]([C:30]5[CH:37]=[CH:36][C:33]([CH:34]=O)=[CH:32][CH:31]=5)[S:29][C:22]=34)=[CH:17][CH:18]=2)[CH:13]=[CH:12]1, predict the reaction product. The product is: [NH:11]1[C:19]2[C:14](=[CH:15][C:16]([NH:20][C:21]3[CH:26]=[CH:25][N:24]=[C:23]4[CH:27]=[C:28]([C:30]5[CH:37]=[CH:36][C:33]([CH2:34][NH:9][CH2:8][CH2:7][CH2:6][CH2:5][CH2:4][CH2:3][N:2]([CH3:10])[CH3:1])=[CH:32][CH:31]=5)[S:29][C:22]=34)=[CH:17][CH:18]=2)[CH:13]=[CH:12]1.